This data is from NCI-60 drug combinations with 297,098 pairs across 59 cell lines. The task is: Regression. Given two drug SMILES strings and cell line genomic features, predict the synergy score measuring deviation from expected non-interaction effect. (1) Drug 1: CC1=C(C(CCC1)(C)C)C=CC(=CC=CC(=CC(=O)O)C)C. Drug 2: CCN(CC)CCCC(C)NC1=C2C=C(C=CC2=NC3=C1C=CC(=C3)Cl)OC. Cell line: CCRF-CEM. Synergy scores: CSS=14.9, Synergy_ZIP=-9.24, Synergy_Bliss=-4.52, Synergy_Loewe=-4.10, Synergy_HSA=-3.19. (2) Drug 1: C1=C(C(=O)NC(=O)N1)F. Drug 2: COCCOC1=C(C=C2C(=C1)C(=NC=N2)NC3=CC=CC(=C3)C#C)OCCOC.Cl. Cell line: SW-620. Synergy scores: CSS=38.0, Synergy_ZIP=-1.62, Synergy_Bliss=-3.63, Synergy_Loewe=-6.26, Synergy_HSA=-5.00. (3) Drug 1: CNC(=O)C1=NC=CC(=C1)OC2=CC=C(C=C2)NC(=O)NC3=CC(=C(C=C3)Cl)C(F)(F)F. Drug 2: C(CN)CNCCSP(=O)(O)O. Cell line: SF-295. Synergy scores: CSS=3.62, Synergy_ZIP=0.318, Synergy_Bliss=0.912, Synergy_Loewe=2.52, Synergy_HSA=1.17. (4) Synergy scores: CSS=18.6, Synergy_ZIP=-13.6, Synergy_Bliss=-6.53, Synergy_Loewe=-5.24, Synergy_HSA=-2.74. Cell line: NCI-H522. Drug 2: C1=NC2=C(N=C(N=C2N1C3C(C(C(O3)CO)O)F)Cl)N. Drug 1: CC(CN1CC(=O)NC(=O)C1)N2CC(=O)NC(=O)C2. (5) Drug 1: C1CCN(CC1)CCOC2=CC=C(C=C2)C(=O)C3=C(SC4=C3C=CC(=C4)O)C5=CC=C(C=C5)O. Drug 2: CC1=C2C(C(=O)C3(C(CC4C(C3C(C(C2(C)C)(CC1OC(=O)C(C(C5=CC=CC=C5)NC(=O)OC(C)(C)C)O)O)OC(=O)C6=CC=CC=C6)(CO4)OC(=O)C)OC)C)OC. Cell line: NCI-H226. Synergy scores: CSS=38.5, Synergy_ZIP=2.05, Synergy_Bliss=2.75, Synergy_Loewe=-15.4, Synergy_HSA=1.79.